This data is from Reaction yield outcomes from USPTO patents with 853,638 reactions. The task is: Predict the reaction yield, written as a fraction of the theoretical maximum amount of product (1.0 means a 100% yield; for example, 0.34 means a 34% yield). (1) The reactants are C1C=CC2N(O)N=NC=2C=1.CCN(C(C)C)C(C)C.Cl.[C:21]1([C:27]2[NH:31][N:30]=[C:29]([C:32]([OH:34])=O)[CH:28]=2)[CH:26]=[CH:25][CH:24]=[CH:23][CH:22]=1.CCN=C=NCCCN(C)C.Cl.Cl.[NH2:48][CH2:49][C:50]([N:52]1[CH2:57][CH2:56][N:55]([C:58](=[O:68])[C:59]2[CH:64]=[C:63]([O:65][CH3:66])[CH:62]=[CH:61][C:60]=2[Br:67])[CH2:54][CH2:53]1)=[O:51]. The catalyst is CN(C=O)C.O. The product is [Br:67][C:60]1[CH:61]=[CH:62][C:63]([O:65][CH3:66])=[CH:64][C:59]=1[C:58]([N:55]1[CH2:54][CH2:53][N:52]([C:50](=[O:51])[CH2:49][NH:48][C:32]([C:29]2[CH:28]=[C:27]([C:21]3[CH:22]=[CH:23][CH:24]=[CH:25][CH:26]=3)[NH:31][N:30]=2)=[O:34])[CH2:57][CH2:56]1)=[O:68]. The yield is 0.590. (2) The reactants are [CH3:1][C:2]1([CH3:25])[CH2:11][CH2:10][C:9]2[C:8]([N:12]3[CH2:16]C[CH2:14][CH2:13]3)=[N:7][C:6]3[S:17]C4C(=O)NC=[N:20][C:19]=4[C:5]=3[C:4]=2[CH2:3]1.C(NC)C. The catalyst is C(O)C. The product is [CH2:13]([N:12]([CH3:16])[C:8]1[C:9]2[CH2:10][CH2:11][C:2]([CH3:1])([CH3:25])[CH2:3][C:4]=2[C:5]([C:19]#[N:20])=[C:6]([SH:17])[N:7]=1)[CH3:14]. The yield is 0.500. (3) The reactants are CC(C)([O-])C.[K+].Cl.CON.[C:11]1([C:17]2[N:22]=[CH:21][C:20]([N+:23]([O-])=O)=[CH:19][N:18]=2)[CH:16]=[CH:15][CH:14]=[CH:13][CH:12]=1.[Cl-].[NH4+:27]. The catalyst is CS(C)=O.[Cl-].[Zn+2].[Cl-]. The product is [C:11]1([C:17]2[N:22]=[C:21]([NH2:27])[C:20]([NH2:23])=[CH:19][N:18]=2)[CH:16]=[CH:15][CH:14]=[CH:13][CH:12]=1. The yield is 0.800. (4) No catalyst specified. The yield is 0.750. The reactants are Cl[C:2]1[N:3]=[CH:4][C:5]2[N:11]([CH3:12])[C:10](=[O:13])[C:9]3([CH2:16][CH2:15][CH2:14]3)[CH2:8][N:7]([CH:17]3[CH2:21][CH2:20][CH2:19][CH2:18]3)[C:6]=2[N:22]=1.[NH2:23][C:24]1[CH:32]=[CH:31][C:27]([C:28]([OH:30])=[O:29])=[CH:26][C:25]=1[O:33][CH3:34].C(O)(C(F)(F)F)=O. The product is [CH:17]1([N:7]2[CH2:8][C:9]3([CH2:16][CH2:15][CH2:14]3)[C:10](=[O:13])[N:11]([CH3:12])[C:5]3[CH:4]=[N:3][C:2]([NH:23][C:24]4[CH:32]=[CH:31][C:27]([C:28]([OH:30])=[O:29])=[CH:26][C:25]=4[O:33][CH3:34])=[N:22][C:6]2=3)[CH2:21][CH2:20][CH2:19][CH2:18]1. (5) The reactants are [H-].[Na+].[O:3]1[C:7]2[CH:8]=[CH:9][C:10]([CH2:12][OH:13])=[CH:11][C:6]=2[O:5][CH2:4]1.[CH2:14]([O:16][C:17](=[O:25])[C:18]1[CH:23]=[CH:22][CH:21]=[N:20][C:19]=1Cl)[CH3:15].O. The catalyst is CN(C=O)C. The product is [CH2:14]([O:16][C:17](=[O:25])[C:18]1[CH:23]=[CH:22][CH:21]=[N:20][C:19]=1[O:13][CH2:12][C:10]1[CH:9]=[CH:8][C:7]2[O:3][CH2:4][O:5][C:6]=2[CH:11]=1)[CH3:15]. The yield is 0.410. (6) The reactants are C(OC([N:8]1[CH2:12][CH:11]([OH:13])[CH:10]([N:14]2[CH2:19][CH2:18][N:17]([C:20](=[O:28])[C:21]3[CH:26]=[CH:25][C:24]([Cl:27])=[CH:23][CH:22]=3)[CH2:16][CH2:15]2)[CH2:9]1)=O)(C)(C)C.Cl.O1CCOCC1. The catalyst is C(Cl)Cl.CCOCC. The product is [Cl:27][C:24]1[CH:25]=[CH:26][C:21]([C:20]([N:17]2[CH2:18][CH2:19][N:14]([CH:10]3[CH:11]([OH:13])[CH2:12][NH:8][CH2:9]3)[CH2:15][CH2:16]2)=[O:28])=[CH:22][CH:23]=1. The yield is 0.990.